Predict which catalyst facilitates the given reaction. From a dataset of Catalyst prediction with 721,799 reactions and 888 catalyst types from USPTO. Reactant: O1CCCC1.[S:6]([CH2:9][CH2:10][CH2:11][CH2:12][CH2:13][O:14][C:15]1[CH:20]=[C:19]([S:21][CH2:22][C:23]([F:26])([F:25])[F:24])[C:18]([Cl:27])=[CH:17][C:16]=1[F:28])C#N.[F:29][C:30]([Si](C)(C)C)([F:32])[F:31].[F-].C([N+](CCCC)(CCCC)CCCC)CCC. Product: [F:29][C:30]([F:32])([F:31])[S:6][CH2:9][CH2:10][CH2:11][CH2:12][CH2:13][O:14][C:15]1[CH:20]=[C:19]([S:21][CH2:22][C:23]([F:26])([F:24])[F:25])[C:18]([Cl:27])=[CH:17][C:16]=1[F:28]. The catalyst class is: 175.